Dataset: Full USPTO retrosynthesis dataset with 1.9M reactions from patents (1976-2016). Task: Predict the reactants needed to synthesize the given product. (1) Given the product [CH3:36][C:12]1[O:11][C:10]([C:6]2[CH:5]=[C:4]([CH:9]=[CH:8][CH:7]=2)[C:3]([OH:37])=[O:2])=[N:14][C:13]=1[CH2:15][N:16]1[C:24]2[C:19](=[CH:20][C:21]([C:25]([OH:34])([C:30]([F:33])([F:32])[F:31])[C:26]([F:27])([F:28])[F:29])=[CH:22][CH:23]=2)[CH2:18][CH:17]1[CH3:35], predict the reactants needed to synthesize it. The reactants are: C[O:2][C:3](=[O:37])[C:4]1[CH:9]=[CH:8][CH:7]=[C:6]([C:10]2[O:11][C:12]([CH3:36])=[C:13]([CH2:15][N:16]3[C:24]4[C:19](=[CH:20][C:21]([C:25]([OH:34])([C:30]([F:33])([F:32])[F:31])[C:26]([F:29])([F:28])[F:27])=[CH:22][CH:23]=4)[CH2:18][CH:17]3[CH3:35])[N:14]=2)[CH:5]=1.[Li+].[OH-].Cl. (2) Given the product [CH3:21][O:22][C:23](=[O:35])[C:24]1[CH:25]=[CH:26][C:27]([O:30][C@H:31]2[C@:10]3([C:11]4[CH:16]=[CH:15][CH:14]=[CH:13][CH:12]=4)[C:4]4[CH:3]=[C:2]([Cl:1])[CH:20]=[CH:19][C:5]=4[N:6]([CH3:18])[C:7](=[O:17])[CH2:8][N:9]3[C:32]2=[O:33])=[CH:28][CH:29]=1, predict the reactants needed to synthesize it. The reactants are: [Cl:1][C:2]1[CH:20]=[CH:19][C:5]2[N:6]([CH3:18])[C:7](=[O:17])[CH2:8][N:9]=[C:10]([C:11]3[CH:16]=[CH:15][CH:14]=[CH:13][CH:12]=3)[C:4]=2[CH:3]=1.[CH3:21][O:22][C:23](=[O:35])[C:24]1[CH:29]=[CH:28][C:27]([O:30][CH2:31][C:32](O)=[O:33])=[CH:26][CH:25]=1. (3) Given the product [C:1]([C:5]1[N:10]=[C:9]([O:11][CH2:12][CH3:13])[C:8]([C:14]2[N:15]([C:35]([N:37]3[CH2:42][CH2:41][N:40]([CH2:50][CH2:49][C@@H:47]4[CH2:46][O:45][C:44]([CH3:56])([CH3:43])[O:48]4)[CH2:39][CH2:38]3)=[O:36])[C@@:16]([C:28]3[CH:33]=[CH:32][C:31]([Cl:34])=[CH:30][CH:29]=3)([CH3:27])[C@@:17]([C:20]3[CH:21]=[CH:22][C:23]([Cl:26])=[CH:24][CH:25]=3)([CH3:19])[N:18]=2)=[CH:7][N:6]=1)([CH3:2])([CH3:3])[CH3:4], predict the reactants needed to synthesize it. The reactants are: [C:1]([C:5]1[N:10]=[C:9]([O:11][CH2:12][CH3:13])[C:8]([C:14]2[N:15]([C:35]([N:37]3[CH2:42][CH2:41][NH:40][CH2:39][CH2:38]3)=[O:36])[C:16]([C:28]3[CH:33]=[CH:32][C:31]([Cl:34])=[CH:30][CH:29]=3)([CH3:27])[C:17]([C:20]3[CH:25]=[CH:24][C:23]([Cl:26])=[CH:22][CH:21]=3)([CH3:19])[N:18]=2)=[CH:7][N:6]=1)([CH3:4])([CH3:3])[CH3:2].[CH3:43][C:44]1([CH3:56])[O:48][C@H:47]([CH2:49][CH2:50]OS(C)(=O)=O)[CH2:46][O:45]1.CC1(C)O[C@H](CCO)CO1.CS(Cl)(=O)=O.C(N(C(C)C)CC)(C)C. (4) Given the product [F:12][C:13]1[CH:14]=[C:15]([O:11][CH2:10][C:3]2[C:4]([CH3:8])([CH3:9])[CH2:5][CH2:6][CH2:7][C:2]=2[CH3:1])[CH:16]=[CH:17][C:18]=1[CH3:19], predict the reactants needed to synthesize it. The reactants are: [CH3:1][C:2]1[CH2:7][CH2:6][CH2:5][C:4]([CH3:9])([CH3:8])[C:3]=1[CH2:10][OH:11].[F:12][C:13]1[CH:14]=[C:15](O)[CH:16]=[CH:17][C:18]=1[CH3:19].C1(P(C2C=CC=CC=2)C2C=CC=CC=2)C=CC=CC=1.N(C(OCC)=O)=NC(OCC)=O. (5) Given the product [C:44]([O:48][C:30]([NH:38][C:8]1[C:3]([CH3:2])=[N:4][C:5]([CH3:16])=[CH:6][C:7]=1[C:12]([F:13])([F:14])[F:15])=[O:29])([CH3:47])([CH3:46])[CH3:45], predict the reactants needed to synthesize it. The reactants are: Cl.[CH3:2][C:3]1[C:8](C(O)=O)=[C:7]([C:12]([F:15])([F:14])[F:13])[CH:6]=[C:5]([CH3:16])[N:4]=1.C1C=CC(OP([O:29][C:30]2C=CC=CC=2)(N=[N+]=[N-])=O)=CC=1.C([N:38](CC)CC)C.O.[C:44]([OH:48])([CH3:47])([CH3:46])[CH3:45]. (6) Given the product [F:20][C:19]([F:22])([F:21])[O:38][C:31]1[CH:30]=[CH:29][CH:28]=[CH:27][C:26]=1[CH2:25][C:24]1[C:3]2[C:4](=[O:23])[N:5]([C:12]3[CH:17]=[CH:16][CH:15]=[C:14]([O:18][C:19]([F:22])([F:21])[F:20])[CH:13]=3)[C:6]3[N:7]=[CH:8][CH:9]=[CH:10][C:11]=3[C:2]=2[NH:40][N:39]=1, predict the reactants needed to synthesize it. The reactants are: O[C:2]1[C:11]2[C:6](=[N:7][CH:8]=[CH:9][CH:10]=2)[N:5]([C:12]2[CH:17]=[CH:16][CH:15]=[C:14]([O:18][C:19]([F:22])([F:21])[F:20])[CH:13]=2)[C:4](=[O:23])[C:3]=1[C:24](=O)[CH2:25][C:26]1[CH:31]=[CH:30][CH:29]=[CH:28][C:27]=1OC(F)(F)F.[OH2:38].[NH2:39][NH2:40].C(=O)([O-])O.[Na+]. (7) Given the product [Cl:22][C:18]1[CH:17]=[C:16]([CH:15]2[CH2:14][C:13](=[O:23])[NH:12][CH:11]([C:24]([CH3:26])=[CH2:25])[C:10]32[C:27]2[C:32](=[CH:31][C:30]([C:36]#[CH:37])=[CH:29][CH:28]=2)[NH:8][C:9]3=[O:34])[CH:21]=[CH:20][CH:19]=1, predict the reactants needed to synthesize it. The reactants are: C(OC([N:8]1[C:32]2[C:27](=[CH:28][CH:29]=[C:30](Br)[CH:31]=2)[C:10]2([CH:15]([C:16]3[CH:21]=[CH:20][CH:19]=[C:18]([Cl:22])[CH:17]=3)[CH2:14][C:13](=[O:23])[NH:12][CH:11]2[C:24]([CH3:26])=[CH2:25])[C:9]1=[O:34])=O)(C)(C)C.N1C2C(=CC=CC=2)[CH2:37][C:36]1=O.[O-]P([O-])([O-])=O.[K+].[K+].[K+].